From a dataset of Forward reaction prediction with 1.9M reactions from USPTO patents (1976-2016). Predict the product of the given reaction. (1) Given the reactants [CH2:1]([N:7]=[C:8]=[O:9])[CH2:2][CH2:3][CH2:4][CH2:5][CH3:6].Cl.[CH2:11]([NH2:18])[C:12]1[CH:17]=[CH:16][CH:15]=[CH:14][CH:13]=1.C(N(C(C)C)CC)(C)C, predict the reaction product. The product is: [CH2:1]([NH:7][C:8]([NH:18][CH2:11][C:12]1[CH:17]=[CH:16][CH:15]=[CH:14][CH:13]=1)=[O:9])[CH2:2][CH2:3][CH2:4][CH2:5][CH3:6]. (2) The product is: [NH2:12][C:9]1[CH:8]=[CH:7][C:6]([C:2]([CH3:5])([CH3:1])[C:3]#[N:4])=[CH:11][CH:10]=1. Given the reactants [CH3:1][C:2]([C:6]1[CH:11]=[CH:10][C:9]([N+:12]([O-])=O)=[CH:8][CH:7]=1)([CH3:5])[C:3]#[N:4], predict the reaction product. (3) Given the reactants [CH3:1][O:2][C:3](=[O:32])[C:4]1[CH:9]=[CH:8][C:7]([CH2:10][N:11]2[CH:15]=[C:14]([C:16]3[CH:21]=[CH:20][C:19]([Cl:22])=[CH:18][C:17]=3[Cl:23])[N:13]=[C:12]2[CH2:24][C:25]2[CH:30]=[CH:29][C:28](Br)=[CH:27][CH:26]=2)=[CH:6][CH:5]=1.[OH:33][C:34]1[CH:39]=[CH:38][C:37](B(O)O)=[CH:36][CH:35]=1, predict the reaction product. The product is: [CH3:1][O:2][C:3](=[O:32])[C:4]1[CH:9]=[CH:8][C:7]([CH2:10][N:11]2[CH:15]=[C:14]([C:16]3[CH:21]=[CH:20][C:19]([Cl:22])=[CH:18][C:17]=3[Cl:23])[N:13]=[C:12]2[CH2:24][C:25]2[CH:30]=[CH:29][C:28]([C:37]3[CH:38]=[CH:39][C:34]([OH:33])=[CH:35][CH:36]=3)=[CH:27][CH:26]=2)=[CH:6][CH:5]=1. (4) Given the reactants C[O:2][C:3](=[O:36])[CH:4]([NH:16][C:17]([N:19]1[CH2:24][CH2:23][CH:22]([N:25]2[CH2:34][C:33]3[C:28](=[CH:29][CH:30]=[CH:31][CH:32]=3)[NH:27][C:26]2=[O:35])[CH2:21][CH2:20]1)=[O:18])[CH2:5][C:6]1[CH:7]=[C:8]2[C:12](=[C:13]([CH3:15])[CH:14]=1)[NH:11][N:10]=[CH:9]2.O1CCCC1.CO.[OH-].[Li+], predict the reaction product. The product is: [CH3:15][C:13]1[CH:14]=[C:6]([CH2:5][CH:4]([NH:16][C:17]([N:19]2[CH2:20][CH2:21][CH:22]([N:25]3[CH2:34][C:33]4[C:28](=[CH:29][CH:30]=[CH:31][CH:32]=4)[NH:27][C:26]3=[O:35])[CH2:23][CH2:24]2)=[O:18])[C:3]([OH:36])=[O:2])[CH:7]=[C:8]2[C:12]=1[NH:11][N:10]=[CH:9]2. (5) Given the reactants [Cl:1][C:2]1[N:10]=[C:9]2[C:5]([N:6]=[CH:7][N:8]2C2CCCCO2)=[C:4]([NH:17][CH:18]([C:20]2[N:21]([C:32]3[CH:37]=[CH:36][CH:35]=[CH:34][CH:33]=3)[C:22](=[O:31])[C:23]3[C:28]([CH:29]=2)=[CH:27][CH:26]=[CH:25][C:24]=3[CH3:30])[CH3:19])[N:3]=1.C([O-])(O)=O.[Na+].[Cl:43][C:44]1[N:52]=[C:51]2[C:47]([N:48]=[CH:49][NH:50]2)=[C:46]([NH:53][C@H:54]([C:56]2[N:57]([C:68]3[CH:73]=[CH:72][CH:71]=[CH:70][CH:69]=3)[C:58](=[O:67])[C:59]3[C:64]([CH:65]=2)=[CH:63][CH:62]=[CH:61][C:60]=3[CH3:66])[CH3:55])[N:45]=1, predict the reaction product. The product is: [Cl:1][C:2]1[N:10]=[C:9]2[C:5]([N:6]=[CH:7][NH:8]2)=[C:4]([NH:17][C@H:18]([C:20]2[N:21]([C:32]3[CH:37]=[CH:36][CH:35]=[CH:34][CH:33]=3)[C:22](=[O:31])[C:23]3[C:28]([CH:29]=2)=[CH:27][CH:26]=[CH:25][C:24]=3[CH3:30])[CH3:19])[N:3]=1.[Cl:43][C:44]1[N:52]=[C:51]2[C:47]([N:48]=[CH:49][NH:50]2)=[C:46]([NH:53][CH:54]([C:56]2[N:57]([C:68]3[CH:73]=[CH:72][CH:71]=[CH:70][CH:69]=3)[C:58](=[O:67])[C:59]3[C:64]([CH:65]=2)=[CH:63][CH:62]=[CH:61][C:60]=3[CH3:66])[CH3:55])[N:45]=1. (6) Given the reactants [CH:1]1[CH:2]=[CH:3][C:4]([OH:28])=[C:5]([C:7]2[N:8]=[C:9]([C:21]3[CH:22]=[CH:23][CH:24]=[CH:25][C:26]=3[OH:27])N(C3C=CC(C(O)=O)=CC=3)N=2)[CH:6]=1.C(Cl)(=O)C1C(=CC=CC=1)[OH:32].C(N)(=O)C1C(=CC=CC=1)O, predict the reaction product. The product is: [OH:28][C:4]1[CH:3]=[CH:2][CH:1]=[CH:6][C:5]=1[C:7]1[O:27][C:26]2[CH:25]=[CH:24][CH:23]=[CH:22][C:21]=2[C:9](=[O:32])[N:8]=1. (7) Given the reactants [F:1][C:2]1[CH:36]=[C:35]([NH:37][C:38]([C:40]2([C:43](=[O:52])[NH:44]C3C=CC(F)=CC=3)[CH2:42][CH2:41]2)=[O:39])[CH:34]=[CH:33][C:3]=1[O:4][C:5]1[CH:10]=[CH:9][N:8]=[C:7]2[CH:11]=[C:12]([C:14]3[N:19]=[CH:18][C:17]([CH2:20][N:21]([CH2:29][CH2:30][O:31][CH3:32])C(=O)OC(C)(C)C)=[CH:16][CH:15]=3)[S:13][C:6]=12.[C:53](O)([C:55]([F:58])(F)F)=O, predict the reaction product. The product is: [F:1][C:2]1[CH:36]=[C:35]([N:37]([C:2]2[CH:36]=[CH:53][C:55]([F:58])=[CH:33][CH:3]=2)[C:38]([C:40]2([C:43]([NH2:44])=[O:52])[CH2:41][CH2:42]2)=[O:39])[CH:34]=[CH:33][C:3]=1[O:4][C:5]1[CH:10]=[CH:9][N:8]=[C:7]2[CH:11]=[C:12]([C:14]3[CH:15]=[CH:16][C:17]([CH2:20][NH:21][CH2:29][CH2:30][O:31][CH3:32])=[CH:18][N:19]=3)[S:13][C:6]=12. (8) Given the reactants [F:1][C:2]1[CH:7]=[CH:6][CH:5]=[C:4]([F:8])[C:3]=1Br.[CH3:10][O:11][C:12]1[CH:17]=[CH:16][CH:15]=[CH:14][C:13]=1B(O)O.C(=O)([O-])[O-].[K+].[K+], predict the reaction product. The product is: [CH3:10][O:11][C:12]1[C:13]([C:3]2[C:2]([F:1])=[CH:7][CH:6]=[CH:5][C:4]=2[F:8])=[CH:14][CH:15]=[CH:16][CH:17]=1.